From a dataset of Reaction yield outcomes from USPTO patents with 853,638 reactions. Predict the reaction yield, written as a fraction of the theoretical maximum amount of product (1.0 means a 100% yield; for example, 0.34 means a 34% yield). (1) The reactants are [I-].C[S+](C)(C)=O.[C:7](O[K])(C)(C)[CH3:8].[CH3:13][C@@H:14]1[CH2:19][C:18](=[O:20])[CH2:17][CH2:16][N:15]1[C@@H:21]([C:23]1[CH:28]=[CH:27][CH:26]=[CH:25][CH:24]=1)[CH3:22].O. The catalyst is CC(O)(C)C. The product is [CH3:13][C@H:14]1[N:15]([C@@H:21]([C:23]2[CH:24]=[CH:25][CH:26]=[CH:27][CH:28]=2)[CH3:22])[CH2:16][CH2:17][C@:18]2([O:20][CH2:8][CH2:7]2)[CH2:19]1. The yield is 0.300. (2) The reactants are [CH3:1][C:2]1([CH3:20])[CH2:3][N:4]([C:10]([O:12][CH2:13][C:14]2[CH:19]=[CH:18][CH:17]=[CH:16][CH:15]=2)=[O:11])[CH2:5]/[C:6]/1=[N:7]\OC.B.C1COCC1. The catalyst is C1COCC1. The product is [NH2:7][CH:6]1[CH2:5][N:4]([C:10]([O:12][CH2:13][C:14]2[CH:19]=[CH:18][CH:17]=[CH:16][CH:15]=2)=[O:11])[CH2:3][C:2]1([CH3:20])[CH3:1]. The yield is 0.920.